Dataset: Full USPTO retrosynthesis dataset with 1.9M reactions from patents (1976-2016). Task: Predict the reactants needed to synthesize the given product. (1) Given the product [Br:1][C:2]1[CH:7]=[CH:6][C:5]([C:8](=[O:10])[CH3:9])=[C:4]([O:11][CH3:12])[CH:3]=1, predict the reactants needed to synthesize it. The reactants are: [Br:1][C:2]1[CH:7]=[CH:6][C:5]([C:8](=[O:10])[CH3:9])=[C:4]([OH:11])[CH:3]=1.[C:12](=O)([O-])[O-].[K+].[K+].CI.O. (2) Given the product [Br:18][C:19]1[CH:35]=[CH:34][C:33]([F:36])=[CH:32][C:20]=1[O:21][CH:22]1[CH2:27][CH2:26][N:25]([C:28]2[N:29]=[C:10]([C:9]3[CH:8]=[N:7][CH:6]=[C:5]([CH:13]=3)[C:3]([O:2][CH3:1])=[O:4])[O:12][N:30]=2)[CH2:24][CH2:23]1, predict the reactants needed to synthesize it. The reactants are: [CH3:1][O:2][C:3]([C:5]1[CH:6]=[N:7][CH:8]=[C:9]([CH:13]=1)[C:10]([OH:12])=O)=[O:4].S(Cl)(Cl)=O.[Br:18][C:19]1[CH:35]=[CH:34][C:33]([F:36])=[CH:32][C:20]=1[O:21][CH:22]1[CH2:27][CH2:26][N:25]([C:28](=[N:30]O)[NH2:29])[CH2:24][CH2:23]1.C(N(CC)CC)C. (3) Given the product [Cl:10][C:11]1[CH:33]=[CH:32][C:14]2[NH:15][C:16]([S:18][C:19]3[C:24]4[NH:25][C:26](=[O:28])[NH:27][C:23]=4[CH:22]=[C:21]([C:29]([NH:37][CH2:36][CH2:34][OH:35])=[O:30])[CH:20]=3)=[N:17][C:13]=2[CH:12]=1, predict the reactants needed to synthesize it. The reactants are: CCN(C(C)C)C(C)C.[Cl:10][C:11]1[CH:33]=[CH:32][C:14]2[NH:15][C:16]([S:18][C:19]3[C:24]4[NH:25][C:26](=[O:28])[NH:27][C:23]=4[CH:22]=[C:21]([C:29](O)=[O:30])[CH:20]=3)=[N:17][C:13]=2[CH:12]=1.[CH2:34]([CH2:36][NH2:37])[OH:35].CN(C(ON1N=NC2C=CC=CC1=2)=[N+](C)C)C.[B-](F)(F)(F)F. (4) Given the product [CH3:15][O:16][C:17]1[CH:24]=[CH:23][C:20]([CH2:21][N:2]2[CH:1]=[C:13]3[C:4]([C:5](=[O:14])[NH:6][C:7]4[CH:8]=[CH:9][CH:10]=[CH:11][C:12]=43)=[N:3]2)=[CH:19][CH:18]=1, predict the reactants needed to synthesize it. The reactants are: [CH:1]1[NH:2][N:3]=[C:4]2[C:13]=1[C:12]1[CH:11]=[CH:10][CH:9]=[CH:8][C:7]=1[NH:6][C:5]2=[O:14].[CH3:15][O:16][C:17]1[CH:24]=[CH:23][C:20]([CH2:21]Cl)=[CH:19][CH:18]=1. (5) The reactants are: CS(O[C@@H:6]([C:8]#[CH:9])[CH3:7])(=O)=O.[C:10]([O:14][C:15](=[O:21])[NH:16][CH2:17][CH2:18][CH2:19][NH2:20])([CH3:13])([CH3:12])[CH3:11].C(=O)([O-])[O-].[K+].[K+]. Given the product [CH3:7][C@H:6]([NH:20][CH2:19][CH2:18][CH2:17][NH:16][C:15](=[O:21])[O:14][C:10]([CH3:12])([CH3:11])[CH3:13])[C:8]#[CH:9], predict the reactants needed to synthesize it. (6) Given the product [NH2:1][C:2]1[C:3]([C:7]([NH:14][C:13]2[CH:15]=[CH:16][C:17]([F:18])=[C:11]([Br:10])[CH:12]=2)=[O:9])=[N:4][S:5][N:6]=1, predict the reactants needed to synthesize it. The reactants are: [NH2:1][C:2]1[C:3]([C:7]([OH:9])=O)=[N:4][S:5][N:6]=1.[Br:10][C:11]1[CH:12]=[C:13]([CH:15]=[CH:16][C:17]=1[F:18])[NH2:14].CN(C(ON1N=NC2C1=CC=CC=2)=[N+](C)C)C.F[P-](F)(F)(F)(F)F.C(N(CC)C(C)C)(C)C.